Regression. Given two drug SMILES strings and cell line genomic features, predict the synergy score measuring deviation from expected non-interaction effect. From a dataset of NCI-60 drug combinations with 297,098 pairs across 59 cell lines. (1) Drug 1: COC1=C(C=C2C(=C1)N=CN=C2NC3=CC(=C(C=C3)F)Cl)OCCCN4CCOCC4. Drug 2: CC1=C(N=C(N=C1N)C(CC(=O)N)NCC(C(=O)N)N)C(=O)NC(C(C2=CN=CN2)OC3C(C(C(C(O3)CO)O)O)OC4C(C(C(C(O4)CO)O)OC(=O)N)O)C(=O)NC(C)C(C(C)C(=O)NC(C(C)O)C(=O)NCCC5=NC(=CS5)C6=NC(=CS6)C(=O)NCCC[S+](C)C)O. Cell line: SK-MEL-5. Synergy scores: CSS=44.0, Synergy_ZIP=0.898, Synergy_Bliss=6.36, Synergy_Loewe=2.94, Synergy_HSA=7.01. (2) Drug 1: CC1OCC2C(O1)C(C(C(O2)OC3C4COC(=O)C4C(C5=CC6=C(C=C35)OCO6)C7=CC(=C(C(=C7)OC)O)OC)O)O. Drug 2: COC1=C2C(=CC3=C1OC=C3)C=CC(=O)O2. Cell line: HCC-2998. Synergy scores: CSS=15.1, Synergy_ZIP=-4.45, Synergy_Bliss=1.44, Synergy_Loewe=-9.34, Synergy_HSA=-1.12.